Task: Regression. Given two drug SMILES strings and cell line genomic features, predict the synergy score measuring deviation from expected non-interaction effect.. Dataset: NCI-60 drug combinations with 297,098 pairs across 59 cell lines (1) Drug 1: C1CC(=O)NC(=O)C1N2CC3=C(C2=O)C=CC=C3N. Cell line: TK-10. Synergy scores: CSS=0.754, Synergy_ZIP=-1.02, Synergy_Bliss=-1.24, Synergy_Loewe=-2.61, Synergy_HSA=-1.47. Drug 2: CC(C)(C#N)C1=CC(=CC(=C1)CN2C=NC=N2)C(C)(C)C#N. (2) Drug 1: C1C(C(OC1N2C=C(C(=O)NC2=O)F)CO)O. Drug 2: C1=NC2=C(N=C(N=C2N1C3C(C(C(O3)CO)O)F)Cl)N. Cell line: U251. Synergy scores: CSS=4.05, Synergy_ZIP=1.64, Synergy_Bliss=6.38, Synergy_Loewe=-8.59, Synergy_HSA=-0.976.